From a dataset of Full USPTO retrosynthesis dataset with 1.9M reactions from patents (1976-2016). Predict the reactants needed to synthesize the given product. Given the product [Cl:1][C:2]1[CH:3]=[CH:4][C:5]2[N:11]3[CH:12]=[CH:13][CH:14]=[C:10]3[C@@H:9]([CH2:15][CH2:16][C:17]([N:19]3[CH2:20][CH2:21][CH:22]([C:25]([OH:27])=[O:26])[CH2:23][CH2:24]3)=[O:18])[O:8][C@H:7]([C:30]3[CH:35]=[CH:34][CH:33]=[C:32]([O:36][CH3:37])[C:31]=3[O:38][CH3:39])[C:6]=2[CH:40]=1, predict the reactants needed to synthesize it. The reactants are: [Cl:1][C:2]1[CH:3]=[CH:4][C:5]2[N:11]3[CH:12]=[CH:13][CH:14]=[C:10]3[C@@H:9]([CH2:15][CH2:16][C:17]([N:19]3[CH2:24][CH2:23][CH:22]([C:25]([O:27]CC)=[O:26])[CH2:21][CH2:20]3)=[O:18])[O:8][C@H:7]([C:30]3[CH:35]=[CH:34][CH:33]=[C:32]([O:36][CH3:37])[C:31]=3[O:38][CH3:39])[C:6]=2[CH:40]=1.C(=O)([O-])[O-].[K+].[K+].Cl.C(OCC)(=O)C.